From a dataset of Tyrosyl-DNA phosphodiesterase HTS with 341,365 compounds. Binary Classification. Given a drug SMILES string, predict its activity (active/inactive) in a high-throughput screening assay against a specified biological target. (1) The result is 0 (inactive). The molecule is S(CC(=O)NC1CCCCCCC1)c1c(C(=O)NCCC(C)C)cccc1. (2) The drug is s1c2c(CCCCC2)c2c1n(c(=O)n(c2=O)c1cc(c(cc1)C)C)CC(=O)NCCCOC. The result is 0 (inactive). (3) The compound is S(=O)(=O)(N1CCCC1)c1ccc(NC(=O)CSCC(=O)Nc2ccc(cc2)C)cc1. The result is 0 (inactive). (4) The compound is Fc1ccc(N(CCC#N)C(=O)COC(=O)C(O)(c2ccccc2)c2ccccc2)cc1. The result is 0 (inactive). (5) The drug is O1C(C\C(=N/N2CCOCC2)c2c1cccc2)c1ccccc1. The result is 0 (inactive). (6) The drug is Clc1ccc(OC(C(=O)Nc2n3c(nc2c2sccc2)cc(cc3)C)(C)C)cc1. The result is 0 (inactive). (7) The result is 0 (inactive). The compound is S(=O)(=O)(N(CCC(=O)Nc1ccc(OC(F)(F)F)cc1)c1ccccc1)c1ccc(cc1)C.